This data is from Reaction yield outcomes from USPTO patents with 853,638 reactions. The task is: Predict the reaction yield, written as a fraction of the theoretical maximum amount of product (1.0 means a 100% yield; for example, 0.34 means a 34% yield). (1) The reactants are C([O:8][CH2:9][CH2:10][CH2:11][CH2:12][CH2:13][C@H:14]1[C@@H:30]2[C@H:22]([CH2:23][CH2:24][C@@:25]3([CH3:35])[C@H:29]2[CH2:28][CH2:27][C@@H:26]3[O:31][CH2:32][O:33][CH3:34])[C:21]2[CH:20]=[CH:19][C:18]([O:36][CH2:37][O:38][CH3:39])=[CH:17][C:16]=2[CH2:15]1)C1C=CC=CC=1. The catalyst is [Pd].C(O)C.C(OC)(C)(C)C. The product is [CH3:39][O:38][CH2:37][O:36][C:18]1[CH:19]=[CH:20][C:21]2[C@@H:22]3[C@@H:30]([C@H:14]([CH2:13][CH2:12][CH2:11][CH2:10][CH2:9][OH:8])[CH2:15][C:16]=2[CH:17]=1)[C@H:29]1[C@@:25]([CH3:35])([C@@H:26]([O:31][CH2:32][O:33][CH3:34])[CH2:27][CH2:28]1)[CH2:24][CH2:23]3. The yield is 0.940. (2) The reactants are [CH2:1]([O:3][C:4](=[O:37])[CH2:5][CH:6]([N:13]1[C:21]2[C:16](=[CH:17][C:18]([O:22][CH2:23][CH2:24][O:25][N:26]3C(=O)C4C(=CC=CC=4)C3=O)=[CH:19][CH:20]=2)[CH:15]=[CH:14]1)[C:7]1[CH:12]=[CH:11][CH:10]=[CH:9][CH:8]=1)[CH3:2].CNC. The catalyst is O1CCCC1. The product is [CH2:1]([O:3][C:4](=[O:37])[CH2:5][CH:6]([N:13]1[C:21]2[C:16](=[CH:17][C:18]([O:22][CH2:23][CH2:24][O:25][NH2:26])=[CH:19][CH:20]=2)[CH:15]=[CH:14]1)[C:7]1[CH:12]=[CH:11][CH:10]=[CH:9][CH:8]=1)[CH3:2]. The yield is 0.730. (3) The reactants are [Cl:1][C:2]1[C:3]([Cl:17])=[CH:4][C:5]2[CH:6]=[C:7]3[C:14](=O)[NH:13][CH2:12][C@@H:11]([CH3:16])[N:8]3[C:9]=2[CH:10]=1. The catalyst is C1(C)C=CC=CC=1. The product is [ClH:1].[Cl:1][C:2]1[C:3]([Cl:17])=[CH:4][C:5]2[CH:6]=[C:7]3[CH2:14][NH:13][CH2:12][C@@H:11]([CH3:16])[N:8]3[C:9]=2[CH:10]=1. The yield is 0.650. (4) The reactants are Cl[C:2]1[CH:3]=[CH:4][C:5]([N+:10]([O-:12])=[O:11])=[C:6]([O:8][CH3:9])[CH:7]=1.[P:13]([O-:20])([O:17][CH2:18][CH3:19])[O:14][CH2:15][CH3:16].CC1(C)C2C(=C(P(C3C=CC=CC=3)C3C=CC=CC=3)C=CC=2)OC2C(P(C3C=CC=CC=3)C3C=CC=CC=3)=CC=CC1=2.P([O-])([O-])([O-])=O.[K+].[K+].[K+]. The catalyst is CN(C=O)C.C([O-])(=O)C.[Pd+2].C([O-])(=O)C. The product is [CH3:9][O:8][C:6]1[CH:7]=[C:2]([P:13](=[O:20])([O:17][CH2:18][CH3:19])[O:14][CH2:15][CH3:16])[CH:3]=[CH:4][C:5]=1[N+:10]([O-:12])=[O:11]. The yield is 0.330.